Task: Binary Classification. Given a drug SMILES string, predict its activity (active/inactive) in a high-throughput screening assay against a specified biological target.. Dataset: Cav3 T-type calcium channel HTS with 100,875 compounds (1) The molecule is ClC(Cl)(Cl)C(NCC1OCCC1)NC(=O)CC. The result is 0 (inactive). (2) The molecule is S(c1nc2CC(CC(=O)c2cc1C#N)(C)C)CC(OCCCC)=O. The result is 0 (inactive). (3) The compound is s1c(NC(=O)CN2C(=O)CCC2=O)nc2c1cc(F)cc2F. The result is 0 (inactive). (4) The molecule is n1(c2c(c3nn(c(nc13)=N)C)cccc2)CC. The result is 0 (inactive). (5) The molecule is Clc1c(cc(NC(=O)NC2CC3N(C4CC4)C(C2)CCC3)cc1)C(F)(F)F. The result is 0 (inactive). (6) The drug is O1CCN(CC1)C(=O)COc1c(OCC)cc(cc1)C(OCC(=O)c1c2c([nH]c1C)cccc2)=O. The result is 0 (inactive).